From a dataset of NCI-60 drug combinations with 297,098 pairs across 59 cell lines. Regression. Given two drug SMILES strings and cell line genomic features, predict the synergy score measuring deviation from expected non-interaction effect. (1) Drug 1: CNC(=O)C1=CC=CC=C1SC2=CC3=C(C=C2)C(=NN3)C=CC4=CC=CC=N4. Drug 2: CCN(CC)CCCC(C)NC1=C2C=C(C=CC2=NC3=C1C=CC(=C3)Cl)OC. Cell line: 786-0. Synergy scores: CSS=40.3, Synergy_ZIP=4.96, Synergy_Bliss=7.11, Synergy_Loewe=2.12, Synergy_HSA=6.86. (2) Drug 1: CC12CCC3C(C1CCC2=O)CC(=C)C4=CC(=O)C=CC34C. Drug 2: CC1=C(C(=CC=C1)Cl)NC(=O)C2=CN=C(S2)NC3=CC(=NC(=N3)C)N4CCN(CC4)CCO. Cell line: COLO 205. Synergy scores: CSS=60.2, Synergy_ZIP=4.76, Synergy_Bliss=5.67, Synergy_Loewe=-0.408, Synergy_HSA=0.117. (3) Drug 1: C1=NC2=C(N1)C(=S)N=C(N2)N. Drug 2: CC12CCC3C(C1CCC2OP(=O)(O)O)CCC4=C3C=CC(=C4)OC(=O)N(CCCl)CCCl.[Na+]. Cell line: NCI-H226. Synergy scores: CSS=14.0, Synergy_ZIP=-5.66, Synergy_Bliss=-0.672, Synergy_Loewe=-9.37, Synergy_HSA=-1.35. (4) Drug 1: C1=CN(C=N1)CC(O)(P(=O)(O)O)P(=O)(O)O. Drug 2: CN(C(=O)NC(C=O)C(C(C(CO)O)O)O)N=O. Cell line: 786-0. Synergy scores: CSS=3.24, Synergy_ZIP=-0.277, Synergy_Bliss=-0.445, Synergy_Loewe=0.840, Synergy_HSA=-0.201. (5) Drug 1: CC1=C(C(=CC=C1)Cl)NC(=O)C2=CN=C(S2)NC3=CC(=NC(=N3)C)N4CCN(CC4)CCO. Drug 2: CCCCC(=O)OCC(=O)C1(CC(C2=C(C1)C(=C3C(=C2O)C(=O)C4=C(C3=O)C=CC=C4OC)O)OC5CC(C(C(O5)C)O)NC(=O)C(F)(F)F)O. Cell line: 786-0. Synergy scores: CSS=16.0, Synergy_ZIP=-0.0384, Synergy_Bliss=0.831, Synergy_Loewe=1.58, Synergy_HSA=1.10. (6) Drug 1: C1CCC(C1)C(CC#N)N2C=C(C=N2)C3=C4C=CNC4=NC=N3. Drug 2: CNC(=O)C1=CC=CC=C1SC2=CC3=C(C=C2)C(=NN3)C=CC4=CC=CC=N4. Cell line: HCT-15. Synergy scores: CSS=7.93, Synergy_ZIP=1.55, Synergy_Bliss=6.68, Synergy_Loewe=3.69, Synergy_HSA=4.14. (7) Drug 1: C1CCC(C1)C(CC#N)N2C=C(C=N2)C3=C4C=CNC4=NC=N3. Drug 2: C1C(C(OC1N2C=C(C(=O)NC2=O)F)CO)O. Cell line: UO-31. Synergy scores: CSS=26.9, Synergy_ZIP=-6.31, Synergy_Bliss=-9.87, Synergy_Loewe=-7.07, Synergy_HSA=-5.68.